From a dataset of Reaction yield outcomes from USPTO patents with 853,638 reactions. Predict the reaction yield, written as a fraction of the theoretical maximum amount of product (1.0 means a 100% yield; for example, 0.34 means a 34% yield). The reactants are [C:1]([NH:6][C:7]1[N:15]=[C:14]2[C:10]([N:11]=[CH:12][N:13]2[C@@H:16]2[O:26][C@H:25]([CH2:27][O:28][C:29](=[O:33])[CH:30]([CH3:32])[CH3:31])[C@@H:18]([O:19][C:20](=[O:24])[CH:21]([CH3:23])[CH3:22])[CH2:17]2)=[C:9](I)[N:8]=1)(=[O:5])[CH:2]([CH3:4])[CH3:3].[S:35]1[CH:39]=[CH:38][CH:37]=[CH:36]1. The catalyst is [Hg]. The product is [C:1]([NH:6][C:7]1[N:15]=[C:14]2[C:10]([N:11]=[CH:12][N:13]2[C@@H:16]2[O:26][C@H:25]([CH2:27][O:28][C:29](=[O:33])[CH:30]([CH3:32])[CH3:31])[C@@H:18]([O:19][C:20](=[O:24])[CH:21]([CH3:23])[CH3:22])[CH2:17]2)=[C:9]([C:36]2[S:35][CH:39]=[CH:38][CH:37]=2)[N:8]=1)(=[O:5])[CH:2]([CH3:4])[CH3:3]. The yield is 0.780.